Task: Predict which catalyst facilitates the given reaction.. Dataset: Catalyst prediction with 721,799 reactions and 888 catalyst types from USPTO (1) Reactant: [F:1][C:2]1[CH:3]=[C:4]([C@:15]([NH:30][C:31]([NH:33][CH2:34][C:35]#[CH:36])=[O:32])([C:23]2[CH:28]=[CH:27][C:26]([F:29])=[CH:25][CH:24]=2)[CH2:16][C:17]2[CH:22]=[CH:21][CH:20]=[CH:19][CH:18]=2)[CH:5]=[C:6]([O:8][C:9]([F:14])([F:13])[CH:10]([F:12])[F:11])[CH:7]=1.C(O)(C)(C)C.[N:42]([C:45]1[C:53]([F:54])=[C:52]([F:55])[C:48]([C:49]([OH:51])=[O:50])=[C:47]([F:56])[C:46]=1[F:57])=[N+:43]=[N-:44].O=C1O[C@H]([C@H](CO)O)C([O-])=C1O.[Na+]. Product: [F:55][C:52]1[C:53]([F:54])=[C:45]([N:42]2[CH:36]=[C:35]([CH2:34][NH:33][C:31]([NH:30][C@@:15]([C:4]3[CH:5]=[C:6]([O:8][C:9]([F:14])([F:13])[CH:10]([F:12])[F:11])[CH:7]=[C:2]([F:1])[CH:3]=3)([C:23]3[CH:24]=[CH:25][C:26]([F:29])=[CH:27][CH:28]=3)[CH2:16][C:17]3[CH:18]=[CH:19][CH:20]=[CH:21][CH:22]=3)=[O:32])[N:44]=[N:43]2)[C:46]([F:57])=[C:47]([F:56])[C:48]=1[C:49]([OH:51])=[O:50]. The catalyst class is: 6. (2) Reactant: [F:1][C:2]1[CH:7]=[CH:6][C:5]([C:8](=O)[CH2:9][C:10](=O)[CH3:11])=[CH:4][CH:3]=1.Cl.Cl.[CH2:16]([NH:23][NH2:24])[C:17]1[CH:22]=[CH:21][CH:20]=[CH:19][CH:18]=1.C(N(CC)CC)C.FC(F)(F)C(O)=O. Product: [CH2:16]([N:23]1[C:8]([C:5]2[CH:6]=[CH:7][C:2]([F:1])=[CH:3][CH:4]=2)=[CH:9][C:10]([CH3:11])=[N:24]1)[C:17]1[CH:22]=[CH:21][CH:20]=[CH:19][CH:18]=1. The catalyst class is: 41. (3) Reactant: [O:1]([CH2:8][C:9]1[N:13]2[CH:14]=[CH:15][CH:16]=[CH:17][C:12]2=[N:11][C:10]=1[C:18]([O:20]CC)=[O:19])[C:2]1[CH:7]=[CH:6][CH:5]=[CH:4][CH:3]=1.[OH-].[Na+:24]. Product: [O:1]([CH2:8][C:9]1[N:13]2[CH:14]=[CH:15][CH:16]=[CH:17][C:12]2=[N:11][C:10]=1[C:18]([O-:20])=[O:19])[C:2]1[CH:7]=[CH:6][CH:5]=[CH:4][CH:3]=1.[Na+:24]. The catalyst class is: 8. (4) Reactant: FC(F)(F)C(O)=O.[CH3:8][N:9]1[CH:14]=[C:13]([C:15]2[CH:16]=[CH:17][C:18]3[O:22][C:21]([CH2:23][NH:24]C(=O)OC(C)(C)C)=[N:20][C:19]=3[C:32]=2[O:33][C:34]2[CH:39]=[CH:38][CH:37]=[CH:36][CH:35]=2)[C:12]2[CH:40]=[CH:41][N:42]([S:43]([C:46]3[CH:51]=[CH:50][C:49]([CH3:52])=[CH:48][CH:47]=3)(=[O:45])=[O:44])[C:11]=2[C:10]1=[O:53]. Product: [NH2:24][CH2:23][C:21]1[O:22][C:18]2[CH:17]=[CH:16][C:15]([C:13]3[C:12]4[CH:40]=[CH:41][N:42]([S:43]([C:46]5[CH:51]=[CH:50][C:49]([CH3:52])=[CH:48][CH:47]=5)(=[O:44])=[O:45])[C:11]=4[C:10](=[O:53])[N:9]([CH3:8])[CH:14]=3)=[C:32]([O:33][C:34]3[CH:35]=[CH:36][CH:37]=[CH:38][CH:39]=3)[C:19]=2[N:20]=1. The catalyst class is: 2. (5) Product: [Cl:15][C:7]1[CH:8]=[C:9]([N+:12]([O-:14])=[O:13])[CH:10]=[C:11]2[C:6]=1[N:5]=[CH:4][C:3]([C:16]#[N:17])=[C:2]2[NH:26][C:21]1[CH:22]=[CH:23][C:24]([F:25])=[C:19]([Cl:18])[CH:20]=1. The catalyst class is: 14. Reactant: Cl[C:2]1[C:11]2[C:6](=[C:7]([Cl:15])[CH:8]=[C:9]([N+:12]([O-:14])=[O:13])[CH:10]=2)[N:5]=[CH:4][C:3]=1[C:16]#[N:17].[Cl:18][C:19]1[CH:20]=[C:21]([NH2:26])[CH:22]=[CH:23][C:24]=1[F:25].